This data is from Forward reaction prediction with 1.9M reactions from USPTO patents (1976-2016). The task is: Predict the product of the given reaction. Given the reactants [Cl:1][C:2]1[CH:15]=[CH:14][C:5]2[NH:6][C:7]([CH2:9][C:10]([O:12]C)=[O:11])=[N:8][C:4]=2[CH:3]=1, predict the reaction product. The product is: [ClH:1].[Cl:1][C:2]1[CH:15]=[CH:14][C:5]2[NH:6][C:7]([CH2:9][C:10]([OH:12])=[O:11])=[N:8][C:4]=2[CH:3]=1.